Predict the reactants needed to synthesize the given product. From a dataset of Full USPTO retrosynthesis dataset with 1.9M reactions from patents (1976-2016). (1) Given the product [C:1]1([C:18]2[CH:19]=[CH:20][CH:21]=[CH:22][CH:23]=2)[CH:6]=[CH:5][CH:4]=[CH:3][C:2]=1[CH2:7][N:8]1[CH:13]=[CH:12][CH:11]=[C:10]([C:14]([NH:24][C@@H:25]([CH2:33][CH2:34][CH2:35][NH:36][C:37]([NH:39][S:40]([C:43]2[C:44]([CH3:57])=[C:45]3[C:50](=[C:51]([CH3:54])[C:52]=2[CH3:53])[O:49][C:48]([CH3:56])([CH3:55])[CH2:47][CH2:46]3)(=[O:41])=[O:42])=[NH:38])[C:26]([O:28][C:29]([CH3:30])([CH3:31])[CH3:32])=[O:27])=[O:15])[C:9]1=[O:17], predict the reactants needed to synthesize it. The reactants are: [C:1]1([C:18]2[CH:23]=[CH:22][CH:21]=[CH:20][CH:19]=2)[CH:6]=[CH:5][CH:4]=[CH:3][C:2]=1[CH2:7][N:8]1[CH:13]=[CH:12][CH:11]=[C:10]([C:14](O)=[O:15])[C:9]1=[O:17].[NH2:24][C@@H:25]([CH2:33][CH2:34][CH2:35][NH:36][C:37]([NH:39][S:40]([C:43]1[C:44]([CH3:57])=[C:45]2[C:50](=[C:51]([CH3:54])[C:52]=1[CH3:53])[O:49][C:48]([CH3:56])([CH3:55])[CH2:47][CH2:46]2)(=[O:42])=[O:41])=[NH:38])[C:26]([O:28][C:29]([CH3:32])([CH3:31])[CH3:30])=[O:27].CN(C(ON1N=NC2C=CC=CC1=2)=[N+](C)C)C.F[P-](F)(F)(F)(F)F.CCN(C(C)C)C(C)C. (2) Given the product [CH3:15][N:12]1[CH2:13][CH2:14][CH:9]([NH:8][C:3]2[CH:4]=[CH:5][CH:6]=[CH:7][C:2]=2/[CH:18]=[CH:17]/[C:16]([O:20][CH3:21])=[O:19])[CH2:10][CH2:11]1, predict the reactants needed to synthesize it. The reactants are: I[C:2]1[CH:7]=[CH:6][CH:5]=[CH:4][C:3]=1[NH:8][CH:9]1[CH2:14][CH2:13][N:12]([CH3:15])[CH2:11][CH2:10]1.[C:16]([O:20][CH3:21])(=[O:19])[CH:17]=[CH2:18].C1(C)C=CC=CC=1P(C1C=CC=CC=1C)C1C=CC=CC=1C.C(N(C(C)C)CC)(C)C. (3) Given the product [ClH:29].[F:1][C:2]1[CH:3]=[C:4]([Cl:29])[C:5]([O:27][CH3:28])=[C:6]([CH:8]([C:10]2[C:11]([S:23]([CH3:26])(=[O:25])=[O:24])=[C:12]([NH2:22])[CH:13]=[C:14]([N:16]3[CH2:17][CH2:18][NH:19][CH2:20][CH2:21]3)[CH:15]=2)[CH3:9])[CH:7]=1, predict the reactants needed to synthesize it. The reactants are: [F:1][C:2]1[CH:3]=[C:4]([Cl:29])[C:5]([O:27][CH3:28])=[C:6]([CH:8]([C:10]2[C:11]([S:23]([CH3:26])(=[O:25])=[O:24])=[C:12]([NH2:22])[CH:13]=[C:14]([N:16]3[CH2:21][CH2:20][NH:19][CH2:18][CH2:17]3)[CH:15]=2)[CH3:9])[CH:7]=1.C(=O)=O.CO.Cl.